This data is from Drug-target binding data from BindingDB using Ki measurements. The task is: Regression. Given a target protein amino acid sequence and a drug SMILES string, predict the binding affinity score between them. We predict pKi (pKi = -log10(Ki in M); higher means stronger inhibition). Dataset: bindingdb_ki. (1) The target protein (P22909) has sequence MGSLQPDAGNSSWNGTEAPGGGTRATPYSLQVTLTLVCLAGLLMLFTVFGNVLVIIAVFTSRALKAPQNLFLVSLASADILVATLVIPFSLANEVMGYWYFGKVWCEIYLALDVLFCTSSIVHLCAISLDRYWSITQAIEYNLKRTPRRIKAIIVTVWVISAVISFPPLISIEKKGAGGGQQPAEPSCKINDQKWYVISSSIGSFFAPCLIMILVYVRIYQIAKRRTRVPPSRRGPDACSAPPGGADRRPNGLGPERGAGTAGAEAEPLPTQLNGAPGEPAPTRPRDGDALDLEESSSSEHAERPQGPGKPERGPRAKGKTKASQVKPGDSLPRRGPGAAGPGASGSGQGEERAGGAKASRWRGRQNREKRFTFVLAVVIGVFVVCWFPFFFTYTLIAVGCPVPYQLFNFFFWFGYCNSSLNPVIYTIFNHDFRRAFKKILCRGDRKRIV. The small molecule is CN1C[C@H](Cn2ccnc2-c2ccccc2)C[C@@H]2c3cccc4[nH]c(Br)c(c34)C[C@H]21. The pKi is 6.5. (2) The compound is Cc1ccccc1CNC(=O)[C@H]1N(C(=O)[C@@H](O)[C@H](Cc2ccccc2)NC(=O)c2cccc(O)c2C)CSC1(C)C. The target protein sequence is PQITLWKRPLVTIKIGGQLKEALLDTGADNTVIEEMSLPGRWKPKMIGGIGGFIKVRQYDQIIIEIAGHKAIGTVLVGPTPVNIIGRNLLTQIGATLNF. The pKi is 9.7. (3) The compound is C[C@@H](NC(=O)[C@@H](N)Cc1ccc(O)cc1)C(=O)NCC(=O)N(C)[C@@H](Cc1ccccc1)C(=O)NCCO. The target protein sequence is MESPIQIFRGEPGPTCAPSACLLPNSSSWFPNWAESDSNGSVGSEDQQLEPAHISPAIPVIITAVYSVVFVVGLVGNSLVMFVIIRYTKMKTATNIYIFNLALADALVTTTMPFQSAVYLMNSWPFGDVLCKIVISIDYYNMFTSIFTLTMMSVDRYIAVCHPVKALDFRTPLKAKIINICIWLLASSVGISAIVLGGTKVREDVDVIECSLQFPDDEYSWWDLFMKICVFVFAFVIPVLIIIVCYTLMILRLKSVRLLSGSREKDRNLRRITKLVLVVVAVFIICWTPIHIFILVEALGSTSHSTAVLSSYYFCIALGYTNSSLNPVLYAFLDENFKRCFRDFCFPIKMRMERQSTNRVRNTVQDPASMRDVGGMNKPV. The pKi is 7.7.